From a dataset of NCI-60 drug combinations with 297,098 pairs across 59 cell lines. Regression. Given two drug SMILES strings and cell line genomic features, predict the synergy score measuring deviation from expected non-interaction effect. (1) Drug 1: C1=C(C(=O)NC(=O)N1)N(CCCl)CCCl. Drug 2: CC1=CC=C(C=C1)C2=CC(=NN2C3=CC=C(C=C3)S(=O)(=O)N)C(F)(F)F. Cell line: SNB-75. Synergy scores: CSS=5.92, Synergy_ZIP=-7.40, Synergy_Bliss=-5.59, Synergy_Loewe=-10.7, Synergy_HSA=-6.08. (2) Drug 1: CNC(=O)C1=CC=CC=C1SC2=CC3=C(C=C2)C(=NN3)C=CC4=CC=CC=N4. Drug 2: CC1=C2C(C(=O)C3(C(CC4C(C3C(C(C2(C)C)(CC1OC(=O)C(C(C5=CC=CC=C5)NC(=O)OC(C)(C)C)O)O)OC(=O)C6=CC=CC=C6)(CO4)OC(=O)C)OC)C)OC. Cell line: EKVX. Synergy scores: CSS=49.2, Synergy_ZIP=11.6, Synergy_Bliss=13.6, Synergy_Loewe=-11.6, Synergy_HSA=15.5. (3) Cell line: OVCAR-5. Synergy scores: CSS=24.9, Synergy_ZIP=-1.75, Synergy_Bliss=-3.65, Synergy_Loewe=3.18, Synergy_HSA=-0.552. Drug 1: CC(C)CN1C=NC2=C1C3=CC=CC=C3N=C2N. Drug 2: CC1C(C(CC(O1)OC2CC(CC3=C2C(=C4C(=C3O)C(=O)C5=C(C4=O)C(=CC=C5)OC)O)(C(=O)CO)O)N)O.Cl.